Dataset: Reaction yield outcomes from USPTO patents with 853,638 reactions. Task: Predict the reaction yield, written as a fraction of the theoretical maximum amount of product (1.0 means a 100% yield; for example, 0.34 means a 34% yield). (1) The yield is 0.950. The catalyst is C(Cl)Cl. The reactants are [NH2:1][C:2]1[S:6][N:5]=[C:4]([CH3:7])[C:3]=1[C:8]#[N:9].CCN(CC)CC.[C:17](Cl)(=[O:21])[CH2:18][CH2:19][CH3:20]. The product is [C:8]([C:3]1[C:4]([CH3:7])=[N:5][S:6][C:2]=1[NH:1][C:17](=[O:21])[CH2:18][CH2:19][CH3:20])#[N:9]. (2) The reactants are [F:1][C:2]1[CH:3]=[C:4]([NH:21][C:22]([C:24]2[C:25](=[O:40])[N:26]([C:34]3[CH:39]=[CH:38][CH:37]=[CH:36][CH:35]=3)[N:27]([CH2:30][CH:31]([OH:33])[CH3:32])[C:28]=2[CH3:29])=[O:23])[CH:5]=[CH:6][C:7]=1[O:8][C:9]1[C:18]2[C:13](=[CH:14][C:15]([O:19][CH3:20])=[CH:16][CH:17]=2)[N:12]=[CH:11][CH:10]=1.[C:41]([NH:51][C@H:52]([C:54](O)=[O:55])[CH3:53])([O:43][CH2:44][C:45]1[CH:50]=[CH:49][CH:48]=[CH:47][CH:46]=1)=[O:42].C(Cl)CCl. The catalyst is CN(C1C=CN=CC=1)C.C(Cl)Cl. The product is [F:1][C:2]1[CH:3]=[C:4]([NH:21][C:22]([C:24]2[C:25](=[O:40])[N:26]([C:34]3[CH:35]=[CH:36][CH:37]=[CH:38][CH:39]=3)[N:27]([CH2:30][C@H:31]([O:33][C:54](=[O:55])[C@@H:52]([NH:51][C:41]([O:43][CH2:44][C:45]3[CH:50]=[CH:49][CH:48]=[CH:47][CH:46]=3)=[O:42])[CH3:53])[CH3:32])[C:28]=2[CH3:29])=[O:23])[CH:5]=[CH:6][C:7]=1[O:8][C:9]1[C:18]2[C:13](=[CH:14][C:15]([O:19][CH3:20])=[CH:16][CH:17]=2)[N:12]=[CH:11][CH:10]=1. The yield is 0.731. (3) The reactants are [F:1][C:2]1[CH:3]=[C:4]([C:8]2[CH:9]=[C:10]([CH2:15][NH:16][C:17]3[C:18]([CH3:32])=[C:19]([CH:28]=[CH:29][C:30]=3[CH3:31])[O:20][CH2:21][C:22]([O:24]C(C)C)=[O:23])[CH:11]=[C:12]([OH:14])[CH:13]=2)[CH:5]=[CH:6][CH:7]=1.[OH-].[Na+]. The catalyst is C1COCC1. The product is [F:1][C:2]1[CH:3]=[C:4]([C:8]2[CH:9]=[C:10]([CH2:15][NH:16][C:17]3[C:18]([CH3:32])=[C:19]([CH:28]=[CH:29][C:30]=3[CH3:31])[O:20][CH2:21][C:22]([OH:24])=[O:23])[CH:11]=[C:12]([OH:14])[CH:13]=2)[CH:5]=[CH:6][CH:7]=1. The yield is 0.660.